The task is: Predict the reactants needed to synthesize the given product.. This data is from Full USPTO retrosynthesis dataset with 1.9M reactions from patents (1976-2016). (1) Given the product [C:26]([O:25][C:23](=[O:22])[NH:1][CH:2]1[C:8](=[O:9])[NH:7][C:6]2[CH:10]=[CH:11][C:12]([Br:14])=[CH:13][C:5]=2[CH2:4][CH2:3]1)([CH3:29])([CH3:28])[CH3:27], predict the reactants needed to synthesize it. The reactants are: [NH2:1][CH:2]1[C:8](=[O:9])[NH:7][C:6]2[CH:10]=[CH:11][C:12]([Br:14])=[CH:13][C:5]=2[CH2:4][CH2:3]1.CCN(CC)CC.[O:22](C(OC(C)(C)C)=O)[C:23]([O:25][C:26]([CH3:29])([CH3:28])[CH3:27])=O. (2) Given the product [Br:1][C:2]1[CH:10]=[CH:9][C:8]([F:11])=[C:7]2[C:3]=1[C:4]([F:13])([F:14])[C:5](=[O:12])[N:6]2[CH2:16][C:17]1[CH:22]=[CH:21][N:20]=[C:19]([C:23]#[N:24])[CH:18]=1, predict the reactants needed to synthesize it. The reactants are: [Br:1][C:2]1[CH:10]=[CH:9][C:8]([F:11])=[C:7]2[C:3]=1[C:4]([F:14])([F:13])[C:5](=[O:12])[NH:6]2.Br[CH2:16][C:17]1[CH:22]=[CH:21][N:20]=[C:19]([C:23]#[N:24])[CH:18]=1.C(=O)([O-])[O-].[K+].[K+]. (3) Given the product [Cl:16][C:13]1[CH:14]=[CH:15][C:10]([C:5]2[N:6]=[CH:7][CH:8]=[C:9]3[CH:18]=[C:17]([CH3:19])[NH:1][C:4]=23)=[CH:11][CH:12]=1, predict the reactants needed to synthesize it. The reactants are: [N+:1]([C:4]1[C:5]([C:10]2[CH:15]=[CH:14][C:13]([Cl:16])=[CH:12][CH:11]=2)=[N:6][CH:7]=[CH:8][CH:9]=1)([O-])=O.[C:17]([Mg]Br)([CH3:19])=[CH2:18].